From a dataset of NCI-60 drug combinations with 297,098 pairs across 59 cell lines. Regression. Given two drug SMILES strings and cell line genomic features, predict the synergy score measuring deviation from expected non-interaction effect. (1) Drug 1: COC1=CC(=CC(=C1O)OC)C2C3C(COC3=O)C(C4=CC5=C(C=C24)OCO5)OC6C(C(C7C(O6)COC(O7)C8=CC=CS8)O)O. Drug 2: CC(C)CN1C=NC2=C1C3=CC=CC=C3N=C2N. Cell line: DU-145. Synergy scores: CSS=21.2, Synergy_ZIP=0.496, Synergy_Bliss=1.48, Synergy_Loewe=-16.5, Synergy_HSA=1.27. (2) Drug 1: COC1=C(C=C2C(=C1)N=CN=C2NC3=CC(=C(C=C3)F)Cl)OCCCN4CCOCC4. Drug 2: C1=CC=C(C(=C1)C(C2=CC=C(C=C2)Cl)C(Cl)Cl)Cl. Cell line: 786-0. Synergy scores: CSS=18.5, Synergy_ZIP=-5.12, Synergy_Bliss=0.681, Synergy_Loewe=-8.89, Synergy_HSA=0.971. (3) Drug 1: CCC(=C(C1=CC=CC=C1)C2=CC=C(C=C2)OCCN(C)C)C3=CC=CC=C3.C(C(=O)O)C(CC(=O)O)(C(=O)O)O. Drug 2: CCC1=C2CN3C(=CC4=C(C3=O)COC(=O)C4(CC)O)C2=NC5=C1C=C(C=C5)O. Cell line: UO-31. Synergy scores: CSS=29.7, Synergy_ZIP=-5.11, Synergy_Bliss=1.76, Synergy_Loewe=-41.2, Synergy_HSA=2.04. (4) Drug 1: CC12CCC(CC1=CCC3C2CCC4(C3CC=C4C5=CN=CC=C5)C)O. Drug 2: C1C(C(OC1N2C=NC(=NC2=O)N)CO)O. Cell line: EKVX. Synergy scores: CSS=0.658, Synergy_ZIP=0.795, Synergy_Bliss=0.335, Synergy_Loewe=-0.969, Synergy_HSA=-2.11. (5) Drug 1: C(=O)(N)NO. Drug 2: CC1C(C(CC(O1)OC2CC(CC3=C2C(=C4C(=C3O)C(=O)C5=C(C4=O)C(=CC=C5)OC)O)(C(=O)CO)O)N)O.Cl. Cell line: NCI/ADR-RES. Synergy scores: CSS=9.61, Synergy_ZIP=-2.17, Synergy_Bliss=1.10, Synergy_Loewe=0.402, Synergy_HSA=0.823. (6) Drug 1: C1=NC2=C(N1)C(=S)N=CN2. Drug 2: C1C(C(OC1N2C=NC(=NC2=O)N)CO)O. Cell line: NCI-H522. Synergy scores: CSS=31.2, Synergy_ZIP=-1.90, Synergy_Bliss=1.37, Synergy_Loewe=-15.0, Synergy_HSA=2.26. (7) Drug 1: CC1CCC2CC(C(=CC=CC=CC(CC(C(=O)C(C(C(=CC(C(=O)CC(OC(=O)C3CCCCN3C(=O)C(=O)C1(O2)O)C(C)CC4CCC(C(C4)OC)O)C)C)O)OC)C)C)C)OC. Drug 2: CC1=C(C(=CC=C1)Cl)NC(=O)C2=CN=C(S2)NC3=CC(=NC(=N3)C)N4CCN(CC4)CCO. Cell line: HCT116. Synergy scores: CSS=2.40, Synergy_ZIP=1.33, Synergy_Bliss=4.87, Synergy_Loewe=0.477, Synergy_HSA=2.63.